This data is from Full USPTO retrosynthesis dataset with 1.9M reactions from patents (1976-2016). The task is: Predict the reactants needed to synthesize the given product. (1) Given the product [CH3:5][O:6][C:7]1[CH:8]=[CH:9][CH:10]=[CH:11][C:12]=1[O:13][CH2:14][CH2:15][NH:16][CH2:17][CH:18]([OH:34])[CH2:19][O:20][C:21]1[CH:22]=[CH:23][CH:24]=[C:25]2[NH:33][C:32]3[CH:31]=[CH:30][CH:29]=[CH:28][C:27]=3[C:26]=12.[C:36]([O-:46])(=[O:45])[CH:37]([C:39]1[CH:44]=[CH:43][CH:42]=[CH:41][CH:40]=1)[OH:38], predict the reactants needed to synthesize it. The reactants are: CC(C)=O.[CH3:5][O:6][C:7]1[CH:8]=[CH:9][CH:10]=[CH:11][C:12]=1[O:13][CH2:14][CH2:15][NH:16][CH2:17][CH:18]([OH:34])[CH2:19][O:20][C:21]1[CH:22]=[CH:23][CH:24]=[C:25]2[NH:33][C:32]3[CH:31]=[CH:30][CH:29]=[CH:28][C:27]=3[C:26]=12.O.[C:36]([OH:46])(=[O:45])[CH:37]([C:39]1[CH:44]=[CH:43][CH:42]=[CH:41][CH:40]=1)[OH:38]. (2) Given the product [CH3:27][O:28][C:29]([C:30]1[C:31]2[CH2:39][CH:45]([C:8]3[N:9]=[C:5]([C:10]4[CH:11]=[CH:12][N:13]=[CH:14][CH:15]=4)[S:6][CH:7]=3)[C:46](=[O:47])[NH:36][C:32]=2[CH:33]=[CH:34][CH:35]=1)=[O:41], predict the reactants needed to synthesize it. The reactants are: COC(=O)C[C:5]1([C:10]2[CH:15]=[CH:14][N:13]=[CH:12][CH:11]=2)[NH:9][CH:8]=[CH:7][S:6]1.[Li+].C[Si]([N-][Si](C)(C)C)(C)C.[CH3:27][O:28][C:29](=[O:41])[C:30]1[CH:35]=[CH:34][CH:33]=[C:32]([N+:36]([O-])=O)[C:31]=1[CH2:39]Br.[NH4+].[Cl-].C1C[O:47][CH2:46][CH2:45]1. (3) The reactants are: [C:1]1(C2C=CC=CC=2)[CH:6]=[CH:5][CH:4]=[C:3]([NH:7][C:8](SC)=[C:9]([C:13]#[N:14])[C:10]([NH2:12])=O)[CH:2]=1.[OH2:23].[NH2:24][NH2:25].[CH3:26][CH2:27]O. Given the product [C:6]1([C:26]2[CH:27]=[CH:3][CH:2]=[CH:1][CH:6]=2)[CH:1]=[CH:2][C:3]([NH:7][C:8]2[C:9]([C:13]([NH2:14])=[O:23])=[C:10]([NH2:12])[NH:25][N:24]=2)=[CH:4][CH:5]=1, predict the reactants needed to synthesize it. (4) The reactants are: [F:1][C@H:2]1[C@H:8]([NH:9]C(=O)OC(C)(C)C)[CH2:7][CH2:6][C@@H:5]([C:17]2[N:21]([CH3:22])[N:20]=[CH:19][C:18]=2[N+:23]([O-])=O)[O:4][CH2:3]1.[F:26][C:27]1[CH:32]=[C:31]([O:33][CH3:34])[CH:30]=[C:29]([F:35])[C:28]=1[C:36]1[N:41]=[C:40]([C:42](O)=[O:43])[CH:39]=[CH:38][C:37]=1[F:45]. Given the product [NH2:9][C@H:8]1[C@H:2]([F:1])[CH2:3][O:4][C@H:5]([C:17]2[N:21]([CH3:22])[N:20]=[CH:19][C:18]=2[NH:23][C:42](=[O:43])[C:40]2[CH:39]=[CH:38][C:37]([F:45])=[C:36]([C:28]3[C:29]([F:35])=[CH:30][C:31]([O:33][CH3:34])=[CH:32][C:27]=3[F:26])[N:41]=2)[CH2:6][CH2:7]1, predict the reactants needed to synthesize it. (5) Given the product [C:20]1([C:17]2[CH:16]=[C:15]([C:13]3[N:10]=[C:8]([NH:7][C:4]4[CH:5]=[CH:6][N:1]=[CH:2][CH:3]=4)[S:9][CH:12]=3)[O:19][N:18]=2)[CH:21]=[CH:22][CH:23]=[CH:24][CH:25]=1, predict the reactants needed to synthesize it. The reactants are: [N:1]1[CH:6]=[CH:5][C:4]([NH:7][C:8]([NH2:10])=[S:9])=[CH:3][CH:2]=1.Br[CH2:12][C:13]([C:15]1[O:19][N:18]=[C:17]([C:20]2[CH:25]=[CH:24][CH:23]=[CH:22][CH:21]=2)[CH:16]=1)=O. (6) Given the product [CH:1]1([C:5]2[C:26]([C:27]3[NH:31][C:30]([CH2:32][CH2:33][O:34][CH3:35])=[N:29][N:28]=3)=[CH:25][C:8]([C:9]([N:11]3[CH2:16][CH2:15][C:14]([C:17]4[CH:18]=[CH:19][C:20]([C:21]#[N:22])=[CH:23][CH:24]=4)([F:38])[CH2:13][CH2:12]3)=[O:10])=[C:7]([CH3:36])[CH:6]=2)[CH2:4][CH2:3][CH2:2]1, predict the reactants needed to synthesize it. The reactants are: [CH:1]1([C:5]2[C:26]([C:27]3[NH:31][C:30]([CH2:32][CH2:33][O:34][CH3:35])=[N:29][N:28]=3)=[CH:25][C:8]([C:9]([N:11]3[CH2:16][CH2:15][CH:14]([C:17]4[CH:24]=[CH:23][C:20]([C:21]#[N:22])=[CH:19][CH:18]=4)[CH2:13][CH2:12]3)=[O:10])=[C:7]([CH3:36])[CH:6]=2)[CH2:4][CH2:3][CH2:2]1.Cl.[F:38]C1(C2C=CC(C#N)=CC=2)CCNCC1.Cl.N1CCC(C2C=CC(C#N)=CC=2)CC1.